This data is from Catalyst prediction with 721,799 reactions and 888 catalyst types from USPTO. The task is: Predict which catalyst facilitates the given reaction. (1) Reactant: [Br:1][C:2]1[N:6]2[N:7]=[C:8]([Cl:12])[CH:9]=[C:10](Br)[C:5]2=[N:4][CH:3]=1.[CH3:13][C:14]1[CH:19]=[CH:18][N:17]=[CH:16][C:15]=1B(O)O.[O-]P([O-])([O-])=O.[K+].[K+].[K+]. Product: [Br:1][C:2]1[N:6]2[N:7]=[C:8]([Cl:12])[CH:9]=[C:10]([C:15]3[CH:16]=[N:17][CH:18]=[CH:19][C:14]=3[CH3:13])[C:5]2=[N:4][CH:3]=1. The catalyst class is: 203. (2) Reactant: C1C=CC2N(O)N=NC=2C=1.CN1CCOCC1.CCN=C=NCCCN(C)C.Cl.[CH2:30]([C:32]1[C:33]([OH:55])=[CH:34][C:35]([OH:54])=[C:36]([C:38]2[C:39]([C:46]3[CH:51]=[CH:50][C:49]([O:52][CH3:53])=[CH:48][CH:47]=3)=[C:40]([C:43]([OH:45])=O)[NH:41][N:42]=2)[CH:37]=1)[CH3:31].[C:56]([NH:63][CH2:64][CH2:65][CH2:66][NH2:67])([O:58][C:59]([CH3:62])([CH3:61])[CH3:60])=[O:57]. Product: [CH2:30]([C:32]1[C:33]([OH:55])=[CH:34][C:35]([OH:54])=[C:36]([C:38]2[C:39]([C:46]3[CH:47]=[CH:48][C:49]([O:52][CH3:53])=[CH:50][CH:51]=3)=[C:40]([C:43]([NH:67][CH2:66][CH2:65][CH2:64][NH:63][C:56](=[O:57])[O:58][C:59]([CH3:61])([CH3:60])[CH3:62])=[O:45])[NH:41][N:42]=2)[CH:37]=1)[CH3:31]. The catalyst class is: 2. (3) Reactant: [CH3:1][Si]([N-][Si](C)(C)C)(C)C.[Na+].[CH2:11]([C@@H:18]1[CH2:22][O:21][C:20](=[O:23])[N:19]1[C:24](=[O:88])[CH2:25][CH2:26][C@@H:27]([CH3:87])[C@@H:28]([O:77][CH2:78][C:79]1[CH:84]=[CH:83][C:82]([O:85][CH3:86])=[CH:81][CH:80]=1)[C@@H:29]([CH3:76])[CH:30]=[CH:31][C@@H:32]([O:68][Si:69]([C:72]([CH3:75])([CH3:74])[CH3:73])([CH3:71])[CH3:70])[CH2:33][C@H:34]([O:60][Si:61]([C:64]([CH3:67])([CH3:66])[CH3:65])([CH3:63])[CH3:62])[C@@H:35]([CH3:59])[CH:36]=[CH:37][CH2:38][O:39][C:40]([C:53]1[CH:58]=[CH:57][CH:56]=[CH:55][CH:54]=1)([C:47]1[CH:52]=[CH:51][CH:50]=[CH:49][CH:48]=1)[C:41]1[CH:46]=[CH:45][CH:44]=[CH:43][CH:42]=1)[C:12]1[CH:17]=[CH:16][CH:15]=[CH:14][CH:13]=1.CI. Product: [CH2:11]([C@@H:18]1[CH2:22][O:21][C:20](=[O:23])[N:19]1[C:24](=[O:88])[C@@H:25]([CH3:1])[CH2:26][C@H:27]([CH3:87])[C@@H:28]([O:77][CH2:78][C:79]1[CH:84]=[CH:83][C:82]([O:85][CH3:86])=[CH:81][CH:80]=1)[C@@H:29]([CH3:76])[CH:30]=[CH:31][C@@H:32]([O:68][Si:69]([C:72]([CH3:73])([CH3:74])[CH3:75])([CH3:70])[CH3:71])[CH2:33][C@H:34]([O:60][Si:61]([C:64]([CH3:65])([CH3:66])[CH3:67])([CH3:63])[CH3:62])[C@H:35]([CH3:59])[CH:36]=[CH:37][CH2:38][O:39][C:40]([C:47]1[CH:48]=[CH:49][CH:50]=[CH:51][CH:52]=1)([C:53]1[CH:58]=[CH:57][CH:56]=[CH:55][CH:54]=1)[C:41]1[CH:42]=[CH:43][CH:44]=[CH:45][CH:46]=1)[C:12]1[CH:13]=[CH:14][CH:15]=[CH:16][CH:17]=1. The catalyst class is: 1.